This data is from Reaction yield outcomes from USPTO patents with 853,638 reactions. The task is: Predict the reaction yield, written as a fraction of the theoretical maximum amount of product (1.0 means a 100% yield; for example, 0.34 means a 34% yield). (1) The reactants are [C:1]([OH:5])(=[O:4])[CH:2]=[CH2:3].[CH2:6]=[CH:7][C:8]1[CH:13]=[CH:12][CH:11]=[CH:10][CH:9]=1. The catalyst is C1COCC1. The product is [C:1]([OH:5])(=[O:4])[CH:2]=[CH2:3].[CH2:6]=[CH:7][C:8]1[CH:13]=[CH:12][CH:11]=[CH:10][CH:9]=1. The yield is 0.846. (2) The product is [I:12][C:7]1[CH:8]=[C:2]([CH3:1])[CH:3]=[C:4]([N+:9]([O-:11])=[O:10])[C:5]=1[NH2:6]. The reactants are [CH3:1][C:2]1[CH:8]=[CH:7][C:5]([NH2:6])=[C:4]([N+:9]([O-:11])=[O:10])[CH:3]=1.[I:12]I. The yield is 0.690. The catalyst is C(O)C.[N+]([O-])([O-])=O.[Ag+].